Dataset: Catalyst prediction with 721,799 reactions and 888 catalyst types from USPTO. Task: Predict which catalyst facilitates the given reaction. (1) Reactant: [O:1]=[C:2]1[C:10]2[C:5](=[CH:6][CH:7]=[CH:8][CH:9]=2)[C:4](=[O:11])[N:3]1[CH2:12][C:13]1[CH:27]=[CH:26][C:16]([C:17]([NH:19][C:20]2[CH:25]=[CH:24][CH:23]=[CH:22][CH:21]=2)=O)=[CH:15][CH:14]=1.P(Cl)(Cl)(Cl)(Cl)Cl.[CH2:34]([O:36][C:37](=[O:40])[C:38]#[N:39])[CH3:35].Cl[Sn](Cl)(Cl)Cl. Product: [O:1]=[C:2]1[C:10]2[C:5](=[CH:6][CH:7]=[CH:8][CH:9]=2)[C:4](=[O:11])[N:3]1[CH2:12][C:13]1[CH:14]=[CH:15][C:16]([C:17]2[N:39]=[C:38]([C:37]([O:36][CH2:34][CH3:35])=[O:40])[C:25]3[C:20](=[CH:21][CH:22]=[CH:23][CH:24]=3)[N:19]=2)=[CH:26][CH:27]=1. The catalyst class is: 265. (2) Reactant: [CH2:1]([O:8][C:9]1[C:14](=[O:15])[N:13]2[CH2:16][CH2:17][NH:18][C:19]([CH3:21])([CH3:20])[C:12]2=[N:11][C:10]=1[C:22]([NH:24][CH2:25][C:26]1[CH:31]=[CH:30][C:29]([F:32])=[CH:28][CH:27]=1)=[O:23])[C:2]1[CH:7]=[CH:6][CH:5]=[CH:4][CH:3]=1.C([O-])([O-])=O.[K+].[K+].Br[CH2:40][C:41]([O:43][C:44]([CH3:47])([CH3:46])[CH3:45])=[O:42]. Product: [CH2:1]([O:8][C:9]1[C:14](=[O:15])[N:13]2[CH2:16][CH2:17][N:18]([CH2:40][C:41]([O:43][C:44]([CH3:47])([CH3:46])[CH3:45])=[O:42])[C:19]([CH3:21])([CH3:20])[C:12]2=[N:11][C:10]=1[C:22]([NH:24][CH2:25][C:26]1[CH:27]=[CH:28][C:29]([F:32])=[CH:30][CH:31]=1)=[O:23])[C:2]1[CH:7]=[CH:6][CH:5]=[CH:4][CH:3]=1. The catalyst class is: 3. (3) Reactant: [O:1]1[CH2:6][CH2:5][N:4]([CH2:7][CH2:8][NH:9][C:10]2[CH:15]=[CH:14][C:13]([NH:16]/[C:17](=[C:24]3\[C:25](=[O:36])[NH:26][C:27]4[C:32]\3=[CH:31][C:30]([N+:33]([O-:35])=[O:34])=[CH:29][CH:28]=4)/[C:18]3[CH:23]=[CH:22][CH:21]=[CH:20][CH:19]=3)=[CH:12][CH:11]=2)[CH2:3][CH2:2]1.[C:37](Cl)(=[O:39])[CH3:38]. Product: [O:1]1[CH2:6][CH2:5][N:4]([CH2:7][CH2:8][N:9]([C:10]2[CH:11]=[CH:12][C:13]([NH:16]/[C:17](=[C:24]3\[C:25](=[O:36])[NH:26][C:27]4[C:32]\3=[CH:31][C:30]([N+:33]([O-:35])=[O:34])=[CH:29][CH:28]=4)/[C:18]3[CH:19]=[CH:20][CH:21]=[CH:22][CH:23]=3)=[CH:14][CH:15]=2)[C:37](=[O:39])[CH3:38])[CH2:3][CH2:2]1. The catalyst class is: 4. (4) Reactant: [CH3:1][S:2]([C:5]1[CH:10]=[CH:9][C:8]([CH2:11][C:12](O)=O)=[CH:7][CH:6]=1)(=[O:4])=[O:3].[F:15][C:16]([F:26])([F:25])[O:17][C:18]1[CH:23]=[CH:22][C:21]([NH2:24])=[CH:20][CH:19]=1. Product: [CH3:1][S:2]([C:5]1[CH:6]=[CH:7][C:8]([CH2:11][CH2:12][NH:24][C:21]2[CH:22]=[CH:23][C:18]([O:17][C:16]([F:15])([F:25])[F:26])=[CH:19][CH:20]=2)=[CH:9][CH:10]=1)(=[O:3])=[O:4]. The catalyst class is: 23. (5) Reactant: [Br:1][C:2]1[CH:10]=[C:9]2[C:5]([C:6](N)=[N:7][NH:8]2)=[C:4]([F:12])[CH:3]=1.O[PH2]=O.N(OCCC(C)C)=O. Product: [Br:1][C:2]1[CH:10]=[C:9]2[C:5]([CH:6]=[N:7][NH:8]2)=[C:4]([F:12])[CH:3]=1. The catalyst class is: 8. (6) Reactant: [NH2:1][C@@H:2]([CH2:32][C:33]1[C:41]2[C:36](=[CH:37][CH:38]=[CH:39][CH:40]=2)[NH:35][CH:34]=1)[C:3]([N:5]1[CH2:10][CH2:9][CH:8]([N:11]2[N:20]=[C:19]([C:21]3[CH:26]=[CH:25][C:24]([O:27][CH3:28])=[C:23]([O:29][CH3:30])[CH:22]=3)[C@@H:18]3[C@@H:13]([CH2:14][CH2:15][CH2:16][CH2:17]3)[C:12]2=[O:31])[CH2:7][CH2:6]1)=[O:4].[CH:42]1([CH2:45][O:46][C:47]2[CH:55]=[CH:54][C:50]3[O:51][CH2:52][O:53][C:49]=3[C:48]=2[C:56]2[C:57]3[NH:64][CH:63]=[C:62]([C:65](O)=[O:66])[C:58]=3[N:59]=[CH:60][N:61]=2)[CH2:44][CH2:43]1.C(Cl)CCl.C1C=CC2N(O)N=NC=2C=1. Product: [CH:42]1([CH2:45][O:46][C:47]2[CH:55]=[CH:54][C:50]3[O:51][CH2:52][O:53][C:49]=3[C:48]=2[C:56]2[C:57]3[NH:64][CH:63]=[C:62]([C:65]([NH:1][C@@H:2]([CH2:32][C:33]4[C:41]5[C:36](=[CH:37][CH:38]=[CH:39][CH:40]=5)[NH:35][CH:34]=4)[C:3]([N:5]4[CH2:6][CH2:7][CH:8]([N:11]5[N:20]=[C:19]([C:21]6[CH:26]=[CH:25][C:24]([O:27][CH3:28])=[C:23]([O:29][CH3:30])[CH:22]=6)[C@@H:18]6[C@@H:13]([CH2:14][CH2:15][CH2:16][CH2:17]6)[C:12]5=[O:31])[CH2:9][CH2:10]4)=[O:4])=[O:66])[C:58]=3[N:59]=[CH:60][N:61]=2)[CH2:43][CH2:44]1. The catalyst class is: 18. (7) Reactant: [CH2:1]([C:4]1[C:12]2[O:11][N:10]=[C:9]([C:13]([F:16])([F:15])[F:14])[C:8]=2[CH:7]=[CH:6][C:5]=1[O:17][CH2:18][CH2:19][CH2:20][C:21]([OH:23])=O)[CH2:2][CH3:3].C1N=[CH:27][N:26](C(N2C=NC=C2)=O)[CH:25]=1.CNC. Product: [CH3:25][N:26]([CH3:27])[C:21](=[O:23])[CH2:20][CH2:19][CH2:18][O:17][C:5]1[CH:6]=[CH:7][C:8]2[C:9]([C:13]([F:16])([F:15])[F:14])=[N:10][O:11][C:12]=2[C:4]=1[CH2:1][CH2:2][CH3:3]. The catalyst class is: 79. (8) Reactant: [F:1][C:2]([F:18])([F:17])[C:3]1[CH:8]=[CH:7][C:6]([C:9]2[CH:14]=[CH:13][CH:12]=[C:11]([CH2:15][NH2:16])[CH:10]=2)=[CH:5][CH:4]=1.N1C=CC=CC=1.[Br:25][CH2:26][C:27](Cl)=[O:28].O. Product: [Br:25][CH2:26][C:27]([NH:16][CH2:15][C:11]1[CH:10]=[C:9]([C:6]2[CH:5]=[CH:4][C:3]([C:2]([F:17])([F:18])[F:1])=[CH:8][CH:7]=2)[CH:14]=[CH:13][CH:12]=1)=[O:28]. The catalyst class is: 2. (9) Reactant: Cl[C:2]1[CH:7]=[C:6]([C:8]([F:11])([F:10])[F:9])[CH:5]=[CH:4][N:3]=1.[CH3:12][O:13][C:14]1[CH:15]=[C:16]([CH:19]=[C:20](B2OC(C)(C)C(C)(C)O2)[CH:21]=1)[C:17]#[N:18].C(=O)([O-])[O-].[Na+].[Na+]. Product: [CH3:12][O:13][C:14]1[CH:15]=[C:16]([CH:19]=[C:20]([C:2]2[CH:7]=[C:6]([C:8]([F:11])([F:10])[F:9])[CH:5]=[CH:4][N:3]=2)[CH:21]=1)[C:17]#[N:18]. The catalyst class is: 216.